The task is: Predict the reactants needed to synthesize the given product.. This data is from Full USPTO retrosynthesis dataset with 1.9M reactions from patents (1976-2016). Given the product [F:1][C:2]1[CH:7]=[C:6]([F:8])[CH:5]=[CH:4][C:3]=1[C@@H:9]([N:13]1[C@H:18]([CH2:19][CH:20]([CH3:22])[CH3:21])[C:17](=[O:23])[NH:16][C@H:15]([CH:24]2[CH2:32][C:31]3[C:26](=[CH:27][CH:28]=[CH:29][CH:30]=3)[CH2:25]2)[C:14]1=[O:33])[C:10]([O:12][CH2:45][CH2:44][O:43][C:40](=[O:42])[CH3:41])=[O:11], predict the reactants needed to synthesize it. The reactants are: [F:1][C:2]1[CH:7]=[C:6]([F:8])[CH:5]=[CH:4][C:3]=1[C@@H:9]([N:13]1[C@H:18]([CH2:19][CH:20]([CH3:22])[CH3:21])[C:17](=[O:23])[NH:16][C@H:15]([CH:24]2[CH2:32][C:31]3[C:26](=[CH:27][CH:28]=[CH:29][CH:30]=3)[CH2:25]2)[C:14]1=[O:33])[C:10]([OH:12])=[O:11].C(=O)([O-])[O-].[K+].[K+].[C:40]([O:43][CH:44](Br)[CH3:45])(=[O:42])[CH3:41].